This data is from Reaction yield outcomes from USPTO patents with 853,638 reactions. The task is: Predict the reaction yield, written as a fraction of the theoretical maximum amount of product (1.0 means a 100% yield; for example, 0.34 means a 34% yield). (1) The reactants are [NH2:1][C:2]1[NH:6][N:5]=[C:4]([NH:7][C:8]2[CH:13]=[CH:12][CH:11]=[C:10]([Cl:14])[CH:9]=2)[C:3]=1[C:15]([NH2:17])=[O:16].[N:18]1[CH:23]=[CH:22][CH:21]=[N:20][C:19]=1[O:24][C:25]1[CH:32]=[CH:31][C:28]([CH:29]=O)=[CH:27][CH:26]=1.[BH4-].[Na+]. The catalyst is CCO.N1CCCCC1. The product is [Cl:14][C:10]1[CH:9]=[C:8]([NH:7][C:4]2[C:3]([C:15]([NH2:17])=[O:16])=[C:2]([NH:1][CH2:29][C:28]3[CH:27]=[CH:26][C:25]([O:24][C:19]4[N:18]=[CH:23][CH:22]=[CH:21][N:20]=4)=[CH:32][CH:31]=3)[NH:6][N:5]=2)[CH:13]=[CH:12][CH:11]=1. The yield is 0.300. (2) The catalyst is C(O)C. The product is [NH2:17][C:16]1[O:14][C:6]([C:4]2[O:3][CH:2]=[CH:1][CH:5]=2)=[C:7]([C:9]2[O:13][CH:12]=[CH:11][CH:10]=2)[N:15]=1. The yield is 0.311. The reactants are [CH:1]1[CH:5]=[C:4]([CH:6]([OH:14])[C:7]([C:9]2[O:13][CH:12]=[CH:11][CH:10]=2)=O)[O:3][CH:2]=1.[N:15]#[C:16][NH2:17].[O-]CC.[Na+].O. (3) The reactants are [Cl:1][C:2]1[CH:7]=[CH:6][C:5]([NH:8][C:9](=[O:15])[CH2:10][C:11]([F:14])([F:13])[F:12])=[C:4]([F:16])[CH:3]=1.[N+:17]([O-])([OH:19])=[O:18]. The catalyst is OS(O)(=O)=O. The product is [Cl:1][C:2]1[CH:7]=[C:6]([N+:17]([O-:19])=[O:18])[C:5]([NH:8][C:9](=[O:15])[CH2:10][C:11]([F:13])([F:14])[F:12])=[C:4]([F:16])[CH:3]=1. The yield is 0.170. (4) The reactants are [CH3:1][O:2][C:3]1[CH:4]=[C:5]2[C:9](=[CH:10][CH:11]=1)[NH:8][C:7]([CH3:12])=[CH:6]2.[C:13]1([CH3:22])[CH:18]=[CH:17][C:16]([C:19](Cl)=[O:20])=[CH:15][CH:14]=1.[Cl-].[Cl-].[NH4+]. The catalyst is ClCCl.[Cl-].[Zn+2].[Cl-]. The product is [CH3:1][O:2][C:3]1[CH:4]=[C:5]2[C:9](=[CH:10][CH:11]=1)[NH:8][C:7]([CH3:12])=[C:6]2[C:19]([C:16]1[CH:17]=[CH:18][C:13]([CH3:22])=[CH:14][CH:15]=1)=[O:20]. The yield is 0.590. (5) The reactants are C([O-])(=O)C.[Pb+4].C([O-])(=O)C.C([O-])(=O)C.C([O-])(=O)C.[Cl:18][C:19]1[CH:20]=[C:21]2[C:25](=[CH:26][CH:27]=1)[C@@H:24]([NH:28][C@H](C1C=CC=CC=1)CO)[CH2:23][C:22]2([CH3:39])[CH3:38].C(=O)([O-])[O-].[Na+].[Na+].C(Cl)Cl. The catalyst is CO.O. The yield is 0.860. The product is [ClH:18].[Cl:18][C:19]1[CH:20]=[C:21]2[C:25](=[CH:26][CH:27]=1)[C@@H:24]([NH2:28])[CH2:23][C:22]2([CH3:39])[CH3:38]. (6) The reactants are [O-:1][Mn](=O)(=O)=O.[K+].[Cl:7][C:8]1[CH:13]=[N:12][C:11]([C:14]2[O:15]C=CC=2)=[CH:10][N:9]=1. The catalyst is C1C=CC=CC=1.O.[Cl-].C(C([NH3+])(C(=O)CCCCCCC)C(=O)CCCCCCC)(=O)CCCCCCC. The product is [Cl:7][C:8]1[N:9]=[CH:10][C:11]([C:14]([OH:15])=[O:1])=[N:12][CH:13]=1. The yield is 0.780. (7) The reactants are [NH2:1][C@H:2]([C:4]1[N:8]([CH:9]2[CH2:14][CH2:13][CH:12]([C:15]#[N:16])[CH2:11][CH2:10]2)[C:7]2[CH:17]=[C:18]([F:21])[CH:19]=[CH:20][C:6]=2[N:5]=1)[CH3:3].Cl[C:23]1[N:31]=[CH:30][N:29]=[C:28]2[C:24]=1[N:25]=[CH:26][N:27]2C1CCCCO1.CCN(C(C)C)C(C)C.Cl. The catalyst is C(O)CCC.O1CCOCC1. The product is [F:21][C:18]1[CH:19]=[CH:20][C:6]2[N:5]=[C:4]([C@@H:2]([NH:1][C:23]3[N:31]=[CH:30][N:29]=[C:28]4[C:24]=3[N:25]=[CH:26][NH:27]4)[CH3:3])[N:8]([CH:9]3[CH2:14][CH2:13][CH:12]([C:15]#[N:16])[CH2:11][CH2:10]3)[C:7]=2[CH:17]=1. The yield is 0.180. (8) The yield is 0.590. The product is [Br:1][C:2]1[CH:3]=[C:4]2[C:8](=[CH:9][CH:10]=1)[NH:7][C:6](=[O:11])[C:5]2([O:15][CH3:16])[C:12]#[C:13][CH3:14]. The reactants are [Br:1][C:2]1[CH:3]=[C:4]2[C:8](=[CH:9][CH:10]=1)[NH:7][C:6](=[O:11])[C:5]2([OH:15])[C:12]#[C:13][CH3:14].[CH3:16]C(C)([O-])C.[K+].C1(C)C=CC(S(OC)(=O)=O)=CC=1.[Cl-].[NH4+]. The catalyst is CN(C=O)C. (9) No catalyst specified. The product is [C:1]([C:5]1[CH:10]=[C:9]([Cl:14])[N:8]=[CH:7][N:6]=1)([CH3:4])([CH3:3])[CH3:2]. The yield is 0.780. The reactants are [C:1]([C:5]1[CH:10]=[C:9](O)[N:8]=[CH:7][N:6]=1)([CH3:4])([CH3:3])[CH3:2].P(Cl)(Cl)([Cl:14])=O.